Dataset: Reaction yield outcomes from USPTO patents with 853,638 reactions. Task: Predict the reaction yield, written as a fraction of the theoretical maximum amount of product (1.0 means a 100% yield; for example, 0.34 means a 34% yield). (1) The yield is 0.940. No catalyst specified. The product is [CH:16]1([N:8]2[C:6]3[N:7]=[C:2]([NH:21][C:22]4[CH:31]=[CH:30][C:25]([C:26]([O:28][CH3:29])=[O:27])=[CH:24][N:23]=4)[N:3]=[CH:4][C:5]=3[CH:10]=[C:9]2[C:11](=[O:12])[N:13]([CH3:15])[CH3:14])[CH2:20][CH2:19][CH2:18][CH2:17]1. The reactants are Cl[C:2]1[N:3]=[CH:4][C:5]2[CH:10]=[C:9]([C:11]([N:13]([CH3:15])[CH3:14])=[O:12])[N:8]([CH:16]3[CH2:20][CH2:19][CH2:18][CH2:17]3)[C:6]=2[N:7]=1.[NH2:21][C:22]1[CH:31]=[CH:30][C:25]([C:26]([O:28][CH3:29])=[O:27])=[CH:24][N:23]=1. (2) The reactants are [F:1][C:2]([F:6])([F:5])[CH2:3]I.[C:7](=[O:10])([O-])[O-:8].[Cs+].[Cs+].[OH:13][C:14]1[CH:19]=[CH:18][C:17]([C:20]2[C:25](=[O:26])[N:24]([CH2:27][C:28]3[CH:33]=[CH:32][C:31]([C:34]4[C:35]([C:40]#[N:41])=[CH:36][CH:37]=[CH:38][CH:39]=4)=[CH:30][CH:29]=3)[C:23]([CH2:42][CH2:43][CH3:44])=[N:22][C:21]=2[CH3:45])=[CH:16][CH:15]=1.C[N:47](C)C=O. The catalyst is C(OCC)(=O)C. The product is [CH3:45][C:21]1[N:22]=[C:23]([CH2:42][CH2:43][CH3:44])[N:24]([CH2:27][C:28]2[CH:33]=[CH:32][C:31]([C:34]3[CH:39]=[CH:38][CH:37]=[CH:36][C:35]=3[C:40]3[NH:47][C:7](=[O:10])[O:8][N:41]=3)=[CH:30][CH:29]=2)[C:25](=[O:26])[C:20]=1[C:17]1[CH:16]=[CH:15][C:14]([O:13][CH2:3][C:2]([F:6])([F:5])[F:1])=[CH:19][CH:18]=1. The yield is 0.620. (3) The reactants are O=C1[S:6][N:5]=[C:4]([C:7]([O:9][CH2:10][CH3:11])=[O:8])O1.[C:12](#[N:19])[C:13]1[CH:18]=[CH:17][CH:16]=[CH:15][CH:14]=1. No catalyst specified. The product is [C:13]1([C:12]2[S:6][N:5]=[C:4]([C:7]([O:9][CH2:10][CH3:11])=[O:8])[N:19]=2)[CH:18]=[CH:17][CH:16]=[CH:15][CH:14]=1. The yield is 0.0300. (4) The reactants are [Cl:1][C:2]1[CH:3]=[C:4]([NH:9][C:10]2[C:19]3[C:14](=[CH:15][C:16]([O:21][CH2:22][CH2:23][O:24][CH3:25])=[C:17]([NH2:20])[CH:18]=3)[N:13]=[CH:12][N:11]=2)[CH:5]=[CH:6][C:7]=1[F:8].CN(C(ON1N=NC2C=CC=NC1=2)=[N+](C)C)C.F[P-](F)(F)(F)(F)F.[CH2:50]([O:52][P:53]([CH:58]([F:62])[C:59](O)=[O:60])([O:55][CH2:56][CH3:57])=[O:54])[CH3:51].C(N(C(C)C)CC)(C)C. The catalyst is CN(C=O)C.O. The product is [CH2:50]([O:52][P:53]([CH:58]([F:62])[C:59]([NH:20][C:17]1[CH:18]=[C:19]2[C:14](=[CH:15][C:16]=1[O:21][CH2:22][CH2:23][O:24][CH3:25])[N:13]=[CH:12][N:11]=[C:10]2[NH:9][C:4]1[CH:5]=[CH:6][C:7]([F:8])=[C:2]([Cl:1])[CH:3]=1)=[O:60])(=[O:54])[O:55][CH2:56][CH3:57])[CH3:51]. The yield is 0.432. (5) The reactants are [CH:1]12[CH2:39][CH:4]([CH:5]([NH:7][C:8]3[N:13]=[C:12]([C:14]4[CH:19]=[CH:18][N:17]([C@@H:20]([C:30]5[CH:35]=[CH:34][C:33]([Cl:36])=[C:32]([F:37])[CH:31]=5)[CH2:21][O:22][Si](C(C)(C)C)(C)C)[C:16](=[O:38])[CH:15]=4)[CH:11]=[CH:10][N:9]=3)[CH2:6]1)[CH2:3][O:2]2.C([O-])([O-])=O.[Na+].[Na+]. The catalyst is Cl.CO. The product is [CH:1]12[CH2:39][CH:4]([CH:5]([NH:7][C:8]3[N:13]=[C:12]([C:14]4[CH:19]=[CH:18][N:17]([C@@H:20]([C:30]5[CH:35]=[CH:34][C:33]([Cl:36])=[C:32]([F:37])[CH:31]=5)[CH2:21][OH:22])[C:16](=[O:38])[CH:15]=4)[CH:11]=[CH:10][N:9]=3)[CH2:6]1)[CH2:3][O:2]2. The yield is 0.290. (6) The reactants are [NH2:1][C:2]1[CH:7]=[CH:6][C:5]([C:8]2[N:9]([CH2:22][CH3:23])[C:10]3[C:15]([C:16]=2[C:17]#[N:18])=[CH:14][CH:13]=[C:12]([O:19][CH2:20][CH3:21])[CH:11]=3)=[CH:4][CH:3]=1.[P:24](Cl)([O:29][CH2:30][CH3:31])([O:26][CH2:27][CH3:28])=[O:25].C(N(C(C)C)CC)(C)C.C(OCC)(=O)C. The catalyst is O1CCOCC1. The product is [C:17]([C:16]1[C:15]2[C:10](=[CH:11][C:12]([O:19][CH2:20][CH3:21])=[CH:13][CH:14]=2)[N:9]([CH2:22][CH3:23])[C:8]=1[C:5]1[CH:4]=[CH:3][C:2]([NH:1][P:24](=[O:25])([O:29][CH2:30][CH3:31])[O:26][CH2:27][CH3:28])=[CH:7][CH:6]=1)#[N:18]. The yield is 0.510. (7) The reactants are CO.Cl.[CH3:4][O:5][C:6]1[CH:11]=[CH:10][C:9]([NH:12][NH2:13])=[CH:8][CH:7]=1.[F:14][C:15]([F:27])([F:26])[C:16](=O)[CH2:17][C:18]([C:20]1[O:21][CH:22]=[CH:23][CH:24]=1)=O.FC(F)(F)C(O)=O. The catalyst is C(O)(C)C.O. The product is [O:21]1[CH:22]=[CH:23][CH:24]=[C:20]1[C:18]1[N:12]([C:9]2[CH:10]=[CH:11][C:6]([O:5][CH3:4])=[CH:7][CH:8]=2)[N:13]=[C:16]([C:15]([F:14])([F:26])[F:27])[CH:17]=1. The yield is 0.960. (8) The reactants are P(Cl)(Cl)([Cl:3])=O.[C:6]([NH:9][C:10]1[NH:11][C:12](=O)[C:13]2[S:18][C:17](=[O:19])[N:16]([C@@H:20]3[O:32][C@H:31]([CH2:33][O:34][C:35](=[O:37])[CH3:36])[C@@H:26]([O:27][C:28](=[O:30])[CH3:29])[C@H:21]3[O:22][C:23](=[O:25])[CH3:24])[C:14]=2[N:15]=1)(=[O:8])[CH3:7].C(N(CC)CC)C.C([O-])(O)=O.[Na+]. The catalyst is C(Cl)(Cl)Cl. The product is [C:6]([NH:9][C:10]1[N:11]=[C:12]([Cl:3])[C:13]2[S:18][C:17](=[O:19])[N:16]([C@@H:20]3[O:32][C@H:31]([CH2:33][O:34][C:35](=[O:37])[CH3:36])[C@@H:26]([O:27][C:28](=[O:30])[CH3:29])[C@H:21]3[O:22][C:23](=[O:25])[CH3:24])[C:14]=2[N:15]=1)(=[O:8])[CH3:7]. The yield is 0.900. (9) The reactants are Cl.[CH3:2][N:3]1[CH2:27][CH2:26][C@:5]2([N:9]=[C:8]([C:10]3[N:15]=[C:14]([C:16]4[CH:21]=[CH:20][C:19]([C:22]([F:25])([F:24])[F:23])=[CH:18][CH:17]=4)[CH:13]=[CH:12][N:11]=3)[CH2:7][CH2:6]2)[C:4]1=[O:28].C(O[BH-](OC(=O)C)OC(=O)C)(=O)C.[Na+]. The catalyst is C(Cl)Cl. The product is [CH3:2][N:3]1[CH2:27][CH2:26][C@:5]2([NH:9][C@@H:8]([C:10]3[N:15]=[C:14]([C:16]4[CH:17]=[CH:18][C:19]([C:22]([F:25])([F:24])[F:23])=[CH:20][CH:21]=4)[CH:13]=[CH:12][N:11]=3)[CH2:7][CH2:6]2)[C:4]1=[O:28]. The yield is 0.215. (10) The reactants are [Cl:1][C:2]1[C:17]([Cl:18])=[CH:16][C:5]([CH2:6][NH:7][C:8]([CH:10]2[CH2:15][CH2:14][NH:13][CH2:12][CH2:11]2)=[O:9])=[C:4]([O:19][CH3:20])[CH:3]=1.O=[C:22]1[CH2:25][N:24]([C:26]([O:28][C:29]([CH3:32])([CH3:31])[CH3:30])=[O:27])[CH2:23]1.CC(O)=O. The catalyst is CO. The product is [Cl:1][C:2]1[C:17]([Cl:18])=[CH:16][C:5]([CH2:6][NH:7][C:8]([CH:10]2[CH2:11][CH2:12][N:13]([CH:22]3[CH2:23][N:24]([C:26]([O:28][C:29]([CH3:32])([CH3:31])[CH3:30])=[O:27])[CH2:25]3)[CH2:14][CH2:15]2)=[O:9])=[C:4]([O:19][CH3:20])[CH:3]=1. The yield is 0.180.